The task is: Predict the product of the given reaction.. This data is from Forward reaction prediction with 1.9M reactions from USPTO patents (1976-2016). (1) Given the reactants [C:1]([C:3]1[CH:4]=[C:5]([C:9]2[CH:14]=[CH:13][C:12]([C:15]([CH3:20])([CH3:19])[C:16]([OH:18])=O)=[CH:11][CH:10]=2)[CH:6]=[N:7][CH:8]=1)#[N:2].[NH2:21][CH2:22][CH:23]([C:25]1[O:26][CH:27]=[CH:28][CH:29]=1)[OH:24], predict the reaction product. The product is: [C:1]([C:3]1[CH:4]=[C:5]([C:9]2[CH:10]=[CH:11][C:12]([C:15]([CH3:20])([CH3:19])[C:16]([NH:21][CH2:22][CH:23]([C:25]3[O:26][CH:27]=[CH:28][CH:29]=3)[OH:24])=[O:18])=[CH:13][CH:14]=2)[CH:6]=[N:7][CH:8]=1)#[N:2]. (2) The product is: [F:18][C:19]1[CH:20]=[C:21]2[C:29](=[CH:30][CH:31]=1)[C:28]1[O:27][N:26]=[C:25]([C:32]([N:10]3[CH2:9][C@H:8]([C:11]4[CH:12]=[CH:13][CH:14]=[CH:15][CH:16]=4)[NH:7][C:6](=[O:17])[C@@H:5]3[CH2:1][CH:2]([CH3:4])[CH3:3])=[O:33])[C:24]=1[CH2:23][CH2:22]2. Given the reactants [CH2:1]([C@@H:5]1[NH:10][CH2:9][C@H:8]([C:11]2[CH:16]=[CH:15][CH:14]=[CH:13][CH:12]=2)[NH:7][C:6]1=[O:17])[CH:2]([CH3:4])[CH3:3].[F:18][C:19]1[CH:20]=[C:21]2[C:29](=[CH:30][CH:31]=1)[C:28]1[O:27][N:26]=[C:25]([C:32](O)=[O:33])[C:24]=1[CH2:23][CH2:22]2.C([C@@H]1N(C([C@@H]2C[C@H]2C2C=CC=CC=2)=O)C[C@H](CC(C)C)NC1=O)C(C)C, predict the reaction product. (3) Given the reactants [S:1]1[C:5]2[CH:6]=[CH:7][CH:8]=[CH:9][C:4]=2[CH:3]=[CH:2]1.C([O-])(=O)C.[Na+].[Br:15]Br.O, predict the reaction product. The product is: [Br:15][C:3]1[C:4]2[CH:9]=[CH:8][CH:7]=[CH:6][C:5]=2[S:1][CH:2]=1. (4) The product is: [Si:1]([O:8][C@@H:9]1[C@@:29]2([CH3:30])[C:13](=[CH:14][CH:15]=[C:16]3[C@@H:28]2[CH2:27][CH2:26][C@@:25]2([CH3:31])[C@H:17]3[CH2:18][CH:19]=[C:20]2[C:21]([O:24][CH2:41][CH2:42][CH2:43][C:44]([CH2:55][CH3:56])([O:47][Si:48]([CH2:53][CH3:54])([CH2:49][CH3:50])[CH2:51][CH3:52])[CH2:45][CH3:46])([CH3:23])[CH3:22])[CH2:12][C@@H:11]([O:32][Si:33]([C:36]([CH3:39])([CH3:38])[CH3:37])([CH3:34])[CH3:35])[CH2:10]1)([C:4]([CH3:7])([CH3:6])[CH3:5])([CH3:3])[CH3:2]. Given the reactants [Si:1]([O:8][C@@H:9]1[C@@:29]2([CH3:30])[C:13](=[CH:14][CH:15]=[C:16]3[C@@H:28]2[CH2:27][CH2:26][C@@:25]2([CH3:31])[C@H:17]3[CH2:18][CH:19]=[C:20]2[C:21]([OH:24])([CH3:23])[CH3:22])[CH2:12][C@@H:11]([O:32][Si:33]([C:36]([CH3:39])([CH3:38])[CH3:37])([CH3:35])[CH3:34])[CH2:10]1)([C:4]([CH3:7])([CH3:6])[CH3:5])([CH3:3])[CH3:2].Br[CH2:41][CH2:42][CH2:43][C:44]([CH2:55][CH3:56])([O:47][Si:48]([CH2:53][CH3:54])([CH2:51][CH3:52])[CH2:49][CH3:50])[CH2:45][CH3:46].[H-].[Na+].C1OCCOCCOCCOCCOC1, predict the reaction product. (5) Given the reactants [CH2:1]([O:3][C:4]1[C:8]([C:9]([O:11]CC)=O)=[CH:7][NH:6][N:5]=1)[CH3:2].[Cl:14][C:15]1[CH:22]=[C:21]([Cl:23])[CH:20]=[CH:19][C:16]=1[CH2:17][NH2:18], predict the reaction product. The product is: [Cl:14][C:15]1[CH:22]=[C:21]([Cl:23])[CH:20]=[CH:19][C:16]=1[CH2:17][NH:18][C:9]([C:8]1[C:4]([O:3][CH2:1][CH3:2])=[N:5][NH:6][CH:7]=1)=[O:11]. (6) Given the reactants [Si:1]([O:8][C@H:9]1[C@@:13]([C:16]#[CH:17])([CH2:14][OH:15])[O:12][C@@H:11]([N:18]2[CH:26]=[C:24]([CH3:25])[C:22](=[O:23])[NH:21][C:19]2=[O:20])[CH2:10]1)([C:4]([CH3:7])([CH3:6])[CH3:5])([CH3:3])[CH3:2].[CH3:27][C:28](OC(C)=O)=[O:29], predict the reaction product. The product is: [C:28]([O:15][CH2:14][C@@:13]1([C:16]#[CH:17])[O:12][C@@H:11]([N:18]2[CH:26]=[C:24]([CH3:25])[C:22](=[O:23])[NH:21][C:19]2=[O:20])[CH2:10][C@H:9]1[O:8][Si:1]([C:4]([CH3:7])([CH3:5])[CH3:6])([CH3:2])[CH3:3])(=[O:29])[CH3:27]. (7) The product is: [Br:2][C:1]([Br:5])=[CH:37][C:36]1[CH:39]=[CH:40][C:33]([F:32])=[CH:34][C:35]=1[OH:41]. Given the reactants [C:1]([Br:5])(Br)(Br)[Br:2].C1C=CC(P(C2C=CC=CC=2)C2C=CC=CC=2)=CC=1.CCN(CC)CC.[F:32][C:33]1[CH:40]=[CH:39][C:36]([CH:37]=O)=[C:35]([OH:41])[CH:34]=1, predict the reaction product.